This data is from HIV replication inhibition screening data with 41,000+ compounds from the AIDS Antiviral Screen. The task is: Binary Classification. Given a drug SMILES string, predict its activity (active/inactive) in a high-throughput screening assay against a specified biological target. (1) The molecule is COC(=O)c1ccc2c(O)c(O)ccc2c1. The result is 0 (inactive). (2) The drug is CCNC(=O)c1ccccc1S(C)=O. The result is 0 (inactive).